This data is from NCI-60 drug combinations with 297,098 pairs across 59 cell lines. The task is: Regression. Given two drug SMILES strings and cell line genomic features, predict the synergy score measuring deviation from expected non-interaction effect. (1) Drug 1: C1=CC(=CC=C1CCCC(=O)O)N(CCCl)CCCl. Drug 2: CN(CC1=CN=C2C(=N1)C(=NC(=N2)N)N)C3=CC=C(C=C3)C(=O)NC(CCC(=O)O)C(=O)O. Cell line: NCI-H460. Synergy scores: CSS=47.6, Synergy_ZIP=-3.81, Synergy_Bliss=-4.83, Synergy_Loewe=-3.94, Synergy_HSA=-1.37. (2) Drug 1: C1C(C(OC1N2C=NC(=NC2=O)N)CO)O. Drug 2: C(CN)CNCCSP(=O)(O)O. Cell line: OVCAR-8. Synergy scores: CSS=15.5, Synergy_ZIP=-2.51, Synergy_Bliss=-4.12, Synergy_Loewe=-18.3, Synergy_HSA=-3.10. (3) Drug 1: CCC(=C(C1=CC=CC=C1)C2=CC=C(C=C2)OCCN(C)C)C3=CC=CC=C3.C(C(=O)O)C(CC(=O)O)(C(=O)O)O. Drug 2: COC1=NC(=NC2=C1N=CN2C3C(C(C(O3)CO)O)O)N. Cell line: NCI-H460. Synergy scores: CSS=0.310, Synergy_ZIP=-0.0314, Synergy_Bliss=0.282, Synergy_Loewe=-1.58, Synergy_HSA=-1.08. (4) Drug 1: COC1=CC(=CC(=C1O)OC)C2C3C(COC3=O)C(C4=CC5=C(C=C24)OCO5)OC6C(C(C7C(O6)COC(O7)C8=CC=CS8)O)O. Drug 2: CS(=O)(=O)CCNCC1=CC=C(O1)C2=CC3=C(C=C2)N=CN=C3NC4=CC(=C(C=C4)OCC5=CC(=CC=C5)F)Cl. Cell line: NCI-H460. Synergy scores: CSS=44.4, Synergy_ZIP=3.10, Synergy_Bliss=0.631, Synergy_Loewe=-9.95, Synergy_HSA=2.86. (5) Drug 1: CC(CN1CC(=O)NC(=O)C1)N2CC(=O)NC(=O)C2. Drug 2: C1=NC2=C(N=C(N=C2N1C3C(C(C(O3)CO)O)F)Cl)N. Cell line: OVCAR-5. Synergy scores: CSS=25.5, Synergy_ZIP=-5.27, Synergy_Bliss=1.20, Synergy_Loewe=-1.05, Synergy_HSA=3.63. (6) Drug 1: CC1=C(C=C(C=C1)NC2=NC=CC(=N2)N(C)C3=CC4=NN(C(=C4C=C3)C)C)S(=O)(=O)N.Cl. Drug 2: C(=O)(N)NO. Cell line: SNB-75. Synergy scores: CSS=3.71, Synergy_ZIP=-0.865, Synergy_Bliss=-1.34, Synergy_Loewe=0.635, Synergy_HSA=0.00782. (7) Drug 1: C1=CC(=CC=C1CCCC(=O)O)N(CCCl)CCCl. Drug 2: C1CN(P(=O)(OC1)NCCCl)CCCl. Cell line: OVCAR3. Synergy scores: CSS=15.0, Synergy_ZIP=-7.64, Synergy_Bliss=-7.16, Synergy_Loewe=-21.7, Synergy_HSA=-8.36. (8) Drug 1: C1CNP(=O)(OC1)N(CCCl)CCCl. Drug 2: N.N.Cl[Pt+2]Cl. Cell line: T-47D. Synergy scores: CSS=27.7, Synergy_ZIP=1.83, Synergy_Bliss=7.01, Synergy_Loewe=0.423, Synergy_HSA=8.12.